This data is from Reaction yield outcomes from USPTO patents with 853,638 reactions. The task is: Predict the reaction yield, written as a fraction of the theoretical maximum amount of product (1.0 means a 100% yield; for example, 0.34 means a 34% yield). The reactants are [OH-].[K+].[CH3:3][O:4][C:5]1[CH:12]=[CH:11][C:8]([CH:9]=[O:10])=[CH:7][CH:6]=1.[N+:13]([CH2:15][C:16]([N:18]1[CH2:22][CH2:21][CH2:20][CH2:19]1)=[O:17])#[C-:14]. The catalyst is CO. The product is [CH3:3][O:4][C:5]1[CH:12]=[CH:11][C:8]([C@@H:9]2[O:10][CH:14]=[N:13][C@H:15]2[C:16]([N:18]2[CH2:22][CH2:21][CH2:20][CH2:19]2)=[O:17])=[CH:7][CH:6]=1. The yield is 0.905.